Dataset: Cav3 T-type calcium channel HTS with 100,875 compounds. Task: Binary Classification. Given a drug SMILES string, predict its activity (active/inactive) in a high-throughput screening assay against a specified biological target. (1) The molecule is o1c2c(c(N)c(N)c1=O)cccc2. The result is 0 (inactive). (2) The compound is S(c1oc(nn1)Cc1c2c([nH]c1C)cccc2)Cc1ccccc1. The result is 1 (active). (3) The compound is N(c1nc(nc2c1cccc2)c1ccccc1)Cc1cccnc1. The result is 0 (inactive). (4) The drug is O(n1c2c([n+]([O-])c(c1=O)c1occc1)cccc2)Cc1ccc(C(C)(C)C)cc1. The result is 0 (inactive).